From a dataset of Forward reaction prediction with 1.9M reactions from USPTO patents (1976-2016). Predict the product of the given reaction. (1) Given the reactants [Cl:1][C:2]1[C:10]2[N:9](COCC[Si](C)(C)C)[N:8]=[CH:7][C:6]=2[C:5]([NH:19][C:20]2[C:28]3[C:23](=[CH:24][N:25]=[CH:26][CH:27]=3)[O:22][C:21]=2[C:29]2[N:34]=[CH:33][CH:32]=[CH:31][N:30]=2)=[CH:4][C:3]=1[CH3:35], predict the reaction product. The product is: [Cl:1][C:2]1[C:3]([CH3:35])=[CH:4][C:5]([NH:19][C:20]2[C:28]3[C:23](=[CH:24][N:25]=[CH:26][CH:27]=3)[O:22][C:21]=2[C:29]2[N:30]=[CH:31][CH:32]=[CH:33][N:34]=2)=[C:6]2[C:10]=1[NH:9][N:8]=[CH:7]2. (2) Given the reactants [C:1]1([CH3:31])[CH:6]=[CH:5][CH:4]=[C:3]([C:7]2[C:20](=[O:21])[C:10]3([CH2:19][CH2:18][C:13]4(OCC[O:14]4)[CH2:12][CH2:11]3)[O:9][C:8]=2[C:22]2[CH:23]=[CH:24][C:25]3[N:26]([N:28]=[CH:29][N:30]=3)[CH:27]=2)[CH:2]=1.Cl.O1CCCC1, predict the reaction product. The product is: [N:30]1[CH:29]=[N:28][N:26]2[CH:27]=[C:22]([C:8]3[O:9][C:10]4([CH2:19][CH2:18][C:13](=[O:14])[CH2:12][CH2:11]4)[C:20](=[O:21])[C:7]=3[C:3]3[CH:2]=[C:1]([CH3:31])[CH:6]=[CH:5][CH:4]=3)[CH:23]=[CH:24][C:25]=12.